From a dataset of Reaction yield outcomes from USPTO patents with 853,638 reactions. Predict the reaction yield, written as a fraction of the theoretical maximum amount of product (1.0 means a 100% yield; for example, 0.34 means a 34% yield). (1) The reactants are [CH2:1]([O:3][C:4](=[O:15])[CH2:5][O:6][C:7]1[CH:12]=[CH:11][C:10](S)=[CH:9][C:8]=1[CH3:14])[CH3:2].C([O-])([O-])=O.[K+].[K+].Br[C:23](C)(C)[C:24](OCC)=[O:25]. The catalyst is CN(C=O)C. The product is [CH2:1]([O:3][C:4](=[O:15])[CH2:5][O:6][C:7]1[CH:12]=[CH:11][C:10]([C:24](=[O:25])[CH3:23])=[CH:9][C:8]=1[CH3:14])[CH3:2]. The yield is 0.770. (2) The reactants are Cl[CH2:2][C:3]1[CH:8]=[CH:7][C:6]([CH:9]=[CH2:10])=[CH:5][CH:4]=1.[C:11]1(=[O:21])[NH:15][C:14](=[O:16])[C:13]2=[CH:17][CH:18]=[CH:19][CH:20]=[C:12]12.[K]. The catalyst is CN(C=O)C.O. The product is [CH:9]([C:6]1[CH:7]=[CH:8][C:3]([CH2:2][N:15]2[C:11](=[O:21])[C:12]3[C:13](=[CH:17][CH:18]=[CH:19][CH:20]=3)[C:14]2=[O:16])=[CH:4][CH:5]=1)=[CH2:10]. The yield is 0.460. (3) The reactants are Cl[C:2]([O:4][CH2:5][CH:6]([CH3:8])[CH3:7])=[O:3].FC(F)(F)C([O-])=O.[CH2:16]([O:23][C:24]1[CH:29]=[C:28]([O:30][CH2:31][C:32]2[CH:37]=[CH:36][CH:35]=[CH:34][CH:33]=2)[CH:27]=[CH:26][C:25]=1[CH:38]1[CH2:42][CH2:41][NH2+:40][CH2:39]1)[C:17]1[CH:22]=[CH:21][CH:20]=[CH:19][CH:18]=1. The catalyst is O1CCCC1.C(N(CC)C(C)C)(C)C. The product is [CH2:5]([O:4][C:2]([N:40]1[CH2:41][CH2:42][CH:38]([C:25]2[CH:26]=[CH:27][C:28]([O:30][CH2:31][C:32]3[CH:37]=[CH:36][CH:35]=[CH:34][CH:33]=3)=[CH:29][C:24]=2[O:23][CH2:16][C:17]2[CH:18]=[CH:19][CH:20]=[CH:21][CH:22]=2)[CH2:39]1)=[O:3])[CH:6]([CH3:8])[CH3:7]. The yield is 0.660. (4) The reactants are [CH3:1][C:2]1[CH:3]=[C:4]([N:11](C2C=CC=CC=2)[C:12](=[O:14])[O-])[C:5]([O:9][CH3:10])=[N:6][C:7]=1[CH3:8].[C:21]1([C:27]2([C:33]3[CH:38]=[CH:37][CH:36]=[CH:35][CH:34]=3)[CH2:32][CH2:31][NH:30][CH2:29][CH2:28]2)[CH:26]=[CH:25][CH:24]=[CH:23][CH:22]=1.C1CCN2C(=NCCC2)CC1. The catalyst is C1COCC1. The product is [CH3:1][C:2]1[CH:3]=[C:4]([NH:11][C:12]([N:30]2[CH2:31][CH2:32][C:27]([C:21]3[CH:26]=[CH:25][CH:24]=[CH:23][CH:22]=3)([C:33]3[CH:38]=[CH:37][CH:36]=[CH:35][CH:34]=3)[CH2:28][CH2:29]2)=[O:14])[C:5]([O:9][CH3:10])=[N:6][C:7]=1[CH3:8]. The yield is 0.540. (5) The reactants are [OH:1][C@H:2]1[C:10]2[C:5](=[CH:6][CH:7]=[CH:8][CH:9]=2)[CH2:4][C@:3]1([CH2:20][C:21]1[CH:29]=[CH:28][C:24]([C:25]([OH:27])=[O:26])=[CH:23][CH:22]=1)[C:11]1[CH2:12][C:13]2[C:18]([CH:19]=1)=[CH:17][CH:16]=[CH:15][CH:14]=2.C1CCC(N=C=NC2CCCCC2)CC1.C1C2C(COC([NH:62][C@H:63]([C:67](O)=[O:68])[CH:64]([CH3:66])[CH3:65])=O)C3C(=CC=CC=3)C=2C=CC=1. The catalyst is CN(C1C=CN=CC=1)C.C(OCC)(=O)C. The product is [NH2:62][C@H:63]([C:67]([O:1][C@H:2]1[C:10]2[C:5](=[CH:6][CH:7]=[CH:8][CH:9]=2)[CH2:4][C@:3]1([CH2:20][C:21]1[CH:29]=[CH:28][C:24]([C:25]([OH:27])=[O:26])=[CH:23][CH:22]=1)[C:11]1[CH2:12][C:13]2[C:18]([CH:19]=1)=[CH:17][CH:16]=[CH:15][CH:14]=2)=[O:68])[CH:64]([CH3:66])[CH3:65]. The yield is 0.360. (6) The yield is 0.620. The catalyst is OS(O)(=O)=O.O. The reactants are [C:1]([C:5]1[CH:11]=[CH:10][C:9]([N+:12]([O-:14])=[O:13])=[CH:8][C:6]=1N)([CH3:4])([CH3:3])[CH3:2].N([O-])=[O:16].[Na+].NC(N)=O.OS(O)(=O)=O.O. The product is [C:1]([C:5]1[CH:11]=[CH:10][C:9]([N+:12]([O-:14])=[O:13])=[CH:8][C:6]=1[OH:16])([CH3:4])([CH3:3])[CH3:2]. (7) The reactants are [CH3:1][O:2][C:3]1[CH:10]=[C:9]([O:11][CH3:12])[CH:8]=[CH:7][C:4]=1[CH2:5][NH2:6].F[C:14]1[CH:22]=[N:21][CH:20]=[CH:19][C:15]=1[C:16]([OH:18])=[O:17]. No catalyst specified. The product is [CH3:1][O:2][C:3]1[CH:10]=[C:9]([O:11][CH3:12])[CH:8]=[CH:7][C:4]=1[CH2:5][NH:6][C:19]1[CH:20]=[N:21][CH:22]=[CH:14][C:15]=1[C:16]([OH:18])=[O:17]. The yield is 0.610. (8) The reactants are C1N=CN([C:6]([N:8]2C=N[CH:10]=[CH:9]2)=[O:7])C=1.NC1C=[C:18]([Br:20])[CH:17]=[C:16]([Cl:21])[C:15]=1[OH:22]. The catalyst is C1COCC1. The product is [Br:20][C:18]1[CH:17]=[C:16]([Cl:21])[C:15]2[O:22][C:6](=[O:7])[NH:8][C:9]=2[CH:10]=1. The yield is 0.360. (9) The reactants are [OH:1][C:2]1[CH:11]=[C:10]2[C:5]([CH:6]=[CH:7][CH:8]=[C:9]2[NH:12][C:13](=[O:19])[O:14][C:15]([CH3:18])([CH3:17])[CH3:16])=[CH:4][CH:3]=1.C(N(CC)CC)C.[CH3:27][S:28](O[S:28]([CH3:27])(=[O:30])=[O:29])(=[O:30])=[O:29].C(=O)(O)[O-].[Na+]. The catalyst is ClCCl. The product is [CH3:27][S:28]([O:1][C:2]1[CH:3]=[CH:4][C:5]2[C:10](=[C:9]([NH:12][C:13]([O:14][C:15]([CH3:16])([CH3:18])[CH3:17])=[O:19])[CH:8]=[CH:7][CH:6]=2)[CH:11]=1)(=[O:30])=[O:29]. The yield is 0.950. (10) The reactants are [Cl-].O[NH3+:3].[C:4](=[O:7])([O-])[OH:5].[Na+].CS(C)=O.[CH:13]([O:16][C:17]1[CH:18]=[C:19]([N:23]2[C:28](=[O:29])[C:27]([CH2:30][C:31]3[CH:36]=[CH:35][C:34]([C:37]4[C:38]([C:43]#[N:44])=[CH:39][CH:40]=[CH:41][CH:42]=4)=[CH:33][CH:32]=3)=[C:26]([CH2:45][CH2:46][CH3:47])[N:25]=[C:24]2[CH3:48])[CH:20]=[CH:21][CH:22]=1)([CH3:15])[CH3:14]. The catalyst is O.C(OCC)(=O)C. The product is [CH:13]([O:16][C:17]1[CH:18]=[C:19]([N:23]2[C:28](=[O:29])[C:27]([CH2:30][C:31]3[CH:36]=[CH:35][C:34]([C:37]4[CH:42]=[CH:41][CH:40]=[CH:39][C:38]=4[C:43]4[NH:3][C:4](=[O:7])[O:5][N:44]=4)=[CH:33][CH:32]=3)=[C:26]([CH2:45][CH2:46][CH3:47])[N:25]=[C:24]2[CH3:48])[CH:20]=[CH:21][CH:22]=1)([CH3:15])[CH3:14]. The yield is 0.680.